From a dataset of Forward reaction prediction with 1.9M reactions from USPTO patents (1976-2016). Predict the product of the given reaction. (1) The product is: [OH:19][CH2:18][C:13]1[NH:14][C:15]2[C:11]([CH:12]=1)=[CH:10][C:9]([C:7]#[N:8])=[CH:17][CH:16]=2. Given the reactants [H-].[H-].[H-].[H-].[Li+].[Al+3].[C:7]([C:9]1[CH:10]=[C:11]2[C:15](=[CH:16][CH:17]=1)[NH:14][C:13]([C:18](OCC)=[O:19])=[CH:12]2)#[N:8].CO, predict the reaction product. (2) The product is: [Br:1][C:2]1[CH:3]=[CH:4][CH:5]=[C:6]2[C:11]=1[N:10]=[CH:9][CH:8]=[C:7]2[CH:12]=[O:14]. Given the reactants [Br:1][C:2]1[CH:3]=[CH:4][CH:5]=[C:6]2[C:11]=1[N:10]=[CH:9][CH:8]=[C:7]2[CH3:12].[Se](=O)=[O:14], predict the reaction product. (3) The product is: [Cl:1][C:2]1[CH:7]=[CH:6][CH:5]=[CH:4][C:3]=1[CH2:8][CH2:9][O:10][CH2:11][CH2:12][N:14]1[CH2:19][CH2:18][CH:17]([OH:20])[CH2:16][CH2:15]1. Given the reactants [Cl:1][C:2]1[CH:7]=[CH:6][CH:5]=[CH:4][C:3]=1[CH2:8][CH2:9][O:10][CH2:11][C:12]([N:14]1[CH2:19][CH2:18][CH:17]([OH:20])[CH2:16][CH2:15]1)=O.[H-].[Al+3].[Li+].[H-].[H-].[H-].CCOC(C)=O.[OH-].[Na+], predict the reaction product. (4) Given the reactants [F:1][C:2]([F:22])([F:21])[C:3]1[CH:4]=[C:5]([CH:14]=[C:15]([C:17]([F:20])([F:19])[F:18])[CH:16]=1)[C:6]([NH:8][CH2:9][CH2:10][C:11](O)=[O:12])=[O:7].[Cl:23][C:24]1[CH:25]=[C:26]2[C:30](=[CH:31][CH:32]=1)[NH:29][CH2:28][CH2:27]2.O.ON1C2C=CC=CC=2N=N1.Cl.CN(C)CCCN=C=NCC.C(N(CC)C(C)C)(C)C, predict the reaction product. The product is: [Cl:23][C:24]1[CH:25]=[C:26]2[C:30](=[CH:31][CH:32]=1)[N:29]([C:11](=[O:12])[CH2:10][CH2:9][NH:8][C:6](=[O:7])[C:5]1[CH:4]=[C:3]([C:2]([F:21])([F:1])[F:22])[CH:16]=[C:15]([C:17]([F:20])([F:18])[F:19])[CH:14]=1)[CH2:28][CH2:27]2.